From a dataset of NCI-60 drug combinations with 297,098 pairs across 59 cell lines. Regression. Given two drug SMILES strings and cell line genomic features, predict the synergy score measuring deviation from expected non-interaction effect. (1) Drug 2: C1=CC(=C2C(=C1NCCNCCO)C(=O)C3=C(C=CC(=C3C2=O)O)O)NCCNCCO. Synergy scores: CSS=63.2, Synergy_ZIP=13.3, Synergy_Bliss=10.7, Synergy_Loewe=-28.0, Synergy_HSA=10.7. Drug 1: CS(=O)(=O)C1=CC(=C(C=C1)C(=O)NC2=CC(=C(C=C2)Cl)C3=CC=CC=N3)Cl. Cell line: SNB-19. (2) Drug 1: CC(C1=C(C=CC(=C1Cl)F)Cl)OC2=C(N=CC(=C2)C3=CN(N=C3)C4CCNCC4)N. Drug 2: CCCS(=O)(=O)NC1=C(C(=C(C=C1)F)C(=O)C2=CNC3=C2C=C(C=N3)C4=CC=C(C=C4)Cl)F. Cell line: MDA-MB-435. Synergy scores: CSS=37.9, Synergy_ZIP=1.93, Synergy_Bliss=4.75, Synergy_Loewe=-0.133, Synergy_HSA=5.32. (3) Drug 1: C1=CC(=CC=C1CC(C(=O)O)N)N(CCCl)CCCl.Cl. Drug 2: N.N.Cl[Pt+2]Cl. Cell line: HCC-2998. Synergy scores: CSS=11.0, Synergy_ZIP=-1.93, Synergy_Bliss=2.00, Synergy_Loewe=-3.22, Synergy_HSA=-1.17. (4) Drug 1: CC1=C2C(C(=O)C3(C(CC4C(C3C(C(C2(C)C)(CC1OC(=O)C(C(C5=CC=CC=C5)NC(=O)C6=CC=CC=C6)O)O)OC(=O)C7=CC=CC=C7)(CO4)OC(=O)C)O)C)OC(=O)C. Drug 2: CN1C2=C(C=C(C=C2)N(CCCl)CCCl)N=C1CCCC(=O)O.Cl. Cell line: MOLT-4. Synergy scores: CSS=11.7, Synergy_ZIP=2.36, Synergy_Bliss=1.12, Synergy_Loewe=-65.1, Synergy_HSA=-4.67. (5) Drug 1: CC12CCC(CC1=CCC3C2CCC4(C3CC=C4C5=CN=CC=C5)C)O. Drug 2: CCC(=C(C1=CC=CC=C1)C2=CC=C(C=C2)OCCN(C)C)C3=CC=CC=C3.C(C(=O)O)C(CC(=O)O)(C(=O)O)O. Cell line: KM12. Synergy scores: CSS=11.6, Synergy_ZIP=-7.19, Synergy_Bliss=-7.21, Synergy_Loewe=-7.38, Synergy_HSA=-6.83.